From a dataset of Catalyst prediction with 721,799 reactions and 888 catalyst types from USPTO. Predict which catalyst facilitates the given reaction. (1) Reactant: [Br:1]N1C(=O)CCC1=O.[CH2:9]([O:11][C:12]([C:14]1[CH:19]=[CH:18][CH:17]=[C:16]([CH3:20])[N:15]=1)=[O:13])[CH3:10]. Product: [CH2:9]([O:11][C:12]([C:14]1[CH:19]=[CH:18][CH:17]=[C:16]([CH2:20][Br:1])[N:15]=1)=[O:13])[CH3:10]. The catalyst class is: 340. (2) Product: [C:14]([O:18][C:19](=[O:28])[NH:20][C@H:21]1[CH2:22][CH2:23][C@@H:24]([NH:27][C:2]2[CH:11]=[C:10]([NH:12][CH3:13])[C:9]3[C:4](=[CH:5][CH:6]=[CH:7][CH:8]=3)[N:3]=2)[CH2:25][CH2:26]1)([CH3:17])([CH3:15])[CH3:16]. The catalyst class is: 51. Reactant: Cl[C:2]1[CH:11]=[C:10]([NH:12][CH3:13])[C:9]2[C:4](=[CH:5][CH:6]=[CH:7][CH:8]=2)[N:3]=1.[C:14]([O:18][C:19](=[O:28])[NH:20][C@H:21]1[CH2:26][CH2:25][C@@H:24]([NH2:27])[CH2:23][CH2:22]1)([CH3:17])([CH3:16])[CH3:15].C([O-])(O)=O.[Na+]. (3) Reactant: [CH:1]1([CH2:4][N:5]([CH2:15][CH2:16][CH3:17])[C:6]2[N:11]=[CH:10][N:9]=[C:8]([C:12]([OH:14])=O)[CH:7]=2)[CH2:3][CH2:2]1.C(N(C(C)C)CC)(C)C.ClC(OC)=O.[N:32]1([CH2:37][C:38]2[CH:44]=[CH:43][C:41]([NH2:42])=[CH:40][CH:39]=2)[CH:36]=[N:35][CH:34]=[N:33]1. Product: [CH:1]1([CH2:4][N:5]([CH2:15][CH2:16][CH3:17])[C:6]2[N:11]=[CH:10][N:9]=[C:8]([C:12]([NH:42][C:41]3[CH:43]=[CH:44][C:38]([CH2:37][N:32]4[CH:36]=[N:35][CH:34]=[N:33]4)=[CH:39][CH:40]=3)=[O:14])[CH:7]=2)[CH2:2][CH2:3]1. The catalyst class is: 2. (4) Reactant: [C:1]([C:4]1[CH:5]=[CH:6][C:7]([O:15]CC2C=CC=CC=2)=[C:8]([NH:10][S:11]([CH3:14])(=[O:13])=[O:12])[CH:9]=1)(=[O:3])[CH3:2].C([O-])=O.[NH4+]. Product: [C:1]([C:4]1[CH:5]=[CH:6][C:7]([OH:15])=[C:8]([NH:10][S:11]([CH3:14])(=[O:12])=[O:13])[CH:9]=1)(=[O:3])[CH3:2]. The catalyst class is: 5. (5) Reactant: [CH2:1]([NH:3][CH2:4][CH3:5])[CH3:2].[C:6]([O:10][C:11]1[CH:16]=[CH:15][C:14]([C:17]2[CH:22]=[CH:21][CH:20]=[CH:19][CH:18]=2)=[CH:13][CH:12]=1)(=[O:9])[C:7]#[CH:8]. Product: [CH2:1]([N:3]([CH2:4][CH3:5])[CH:8]=[CH:7][C:6]([O:10][C:11]1[CH:16]=[CH:15][C:14]([C:17]2[CH:22]=[CH:21][CH:20]=[CH:19][CH:18]=2)=[CH:13][CH:12]=1)=[O:9])[CH3:2]. The catalyst class is: 1. (6) Reactant: [CH2:1]=[CH:2]C(NCCO)=O.O1[CH2:14][CH2:13][CH2:12][CH2:11][CH:10]1[O:15][CH2:16][CH2:17][OH:18]. The catalyst class is: 831. Product: [CH2:10]([O:15][CH2:16][CH2:17][OH:18])[C:11]1[CH:2]=[CH:1][CH:14]=[CH:13][CH:12]=1. (7) Reactant: [CH3:1][O:2][CH2:3][CH2:4][CH2:5][CH2:6][CH:7]([NH:20][C:21]1[CH:30]=[CH:29][C:24]([C:25]([O:27]C)=[O:26])=[CH:23][CH:22]=1)[C:8]1[O:9][C:10]2[CH:17]=[CH:16][C:15]([O:18][CH3:19])=[CH:14][C:11]=2[C:12]=1[CH3:13].O1CCCC1.[OH-].[Na+]. Product: [CH3:1][O:2][CH2:3][CH2:4][CH2:5][CH2:6][CH:7]([NH:20][C:21]1[CH:30]=[CH:29][C:24]([C:25]([OH:27])=[O:26])=[CH:23][CH:22]=1)[C:8]1[O:9][C:10]2[CH:17]=[CH:16][C:15]([O:18][CH3:19])=[CH:14][C:11]=2[C:12]=1[CH3:13]. The catalyst class is: 8. (8) Reactant: C(OC([N:8]1[CH2:17][CH2:16][C:15]2[C:10](=[CH:11][C:12]([CH:18]([C:26]#[N:27])[CH2:19][C:20]3[CH:25]=[CH:24][CH:23]=[CH:22][CH:21]=3)=[CH:13][CH:14]=2)[CH2:9]1)=O)(C)(C)C.C([O-])(O)=O.[Na+]. Product: [C:20]1([CH2:19][CH:18]([C:12]2[CH:11]=[C:10]3[C:15]([CH2:16][CH2:17][NH:8][CH2:9]3)=[CH:14][CH:13]=2)[C:26]#[N:27])[CH:25]=[CH:24][CH:23]=[CH:22][CH:21]=1. The catalyst class is: 106. (9) The catalyst class is: 6. Product: [CH3:1][O:2][C:3]([C:4]1[N:8]=[C:9]([CH:11]2[CH2:16][CH2:15][CH2:14][CH2:13][CH2:12]2)[O:10][C:5]=1[CH3:6])=[O:17]. Reactant: [CH3:1][O:2][C:3](=[O:17])[CH:4]([NH:8][C:9]([CH:11]1[CH2:16][CH2:15][CH2:14][CH2:13][CH2:12]1)=[O:10])[C:5](=O)[CH3:6].FC(F)(F)C(OC(=O)C(F)(F)F)=O.FC(F)(F)C(O)=O.C(=O)([O-])[O-].[Na+].[Na+].